From a dataset of Experimentally validated miRNA-target interactions with 360,000+ pairs, plus equal number of negative samples. Binary Classification. Given a miRNA mature sequence and a target amino acid sequence, predict their likelihood of interaction. (1) The miRNA is mmu-miR-105 with sequence CCAAGUGCUCAGAUGCUUGUGGU. The protein sequence of the target gene is MDYFPVIFSLLFVTFQGAPETAVLGAELSTGAENGVQSPPPSTPWRPRRSKRCSCSSLMDKECVYFCHLDIIWVNTPERVVPYGLGGSSRSKRSLKDLLPNKATDQAVRCQCAHQKDKKCWNFCQAGKELRAQSTMQKSLKDSKKGKPCSKLGKKCIYQQLVEGRKLRRLEAISNSIKASFRVAKLKAELYRDQKLTHNRAH. Result: 1 (interaction). (2) The miRNA is hsa-miR-6802-5p with sequence CUAGGUGGGGGGCUUGAAGC. The protein sequence of the target gene is MNGLEAALPSLTDNSSLAYSEQCGQETPLENMLFACFYLLDFILAFVGNALALWLFIWDHKSGTPANVFLMHLAVADLSCVLVLPTRLVYHFSGNHWPFGEIPCRLTGFLFYLNMYASIYFLTCISADRFLAIVHPVKSLKLRRPLYAHLACAFLWIVVAVAMAPLLVSPQTVQTNHTVVCLQLYREKASHHALASLAVAFTFPFITTVTCYLLIIRSLRQGPRIEKHLKNKAVRMIAMVLAIFLICFVPYHIHRSVYVLHYRGGGTSCAAQRALALGNRITSCLTSLNGALDPVMYFFV.... Result: 0 (no interaction). (3) The miRNA is mmu-miR-421-5p with sequence CUCAUUAAAUGUUUGUUGAAU. The protein sequence of the target gene is MSEHSRNSDQEELLDEEINEDEILANLSAEELKELQSEMEVMAPDPSLPVGMIQKDQTDKPPTGNFNHKSLVDYMYWEKASRRMLEEERVPVTFVKSEEKTQEEHEEIEKRNKNMAQYLKEKLNNEIVANKRESKGSSNIQETDEEDEEEEDDDDDDEGEDDGEESEETNREEEGKAKEQIRNCENNCQQVTDKAFKEQRDRPEAQEQSEKKISKLDPKKLALDTSFLKVSTRPSGNQTDLDGSLRRVRKNDPDMKELNLNNIENIPKEMLLDFVNAMKKNKHIKTFSLANVGADENVAF.... Result: 0 (no interaction).